From a dataset of Catalyst prediction with 721,799 reactions and 888 catalyst types from USPTO. Predict which catalyst facilitates the given reaction. Reactant: FC(F)(F)C(O)=O.[CH2:8]1[C:11]2([CH2:14][NH:13][CH2:12]2)[CH2:10][N:9]1[C:15]1[N:20]=[C:19]([C:21]2[CH:22]=[C:23]3[C:28](=[CH:29][CH:30]=2)[N:27]([CH3:31])[C:26](=[O:32])[CH2:25][CH2:24]3)[CH:18]=[N:17][CH:16]=1.[CH3:33][O:34][C:35]1[CH:39]=[C:38]([C:40](O)=[O:41])[O:37][N:36]=1.CN(C(ON1N=NC2C=CC=CC1=2)=[N+](C)C)C.[B-](F)(F)(F)F.CCN(C(C)C)C(C)C.C([O-])(O)=O.[Na+]. Product: [CH3:33][O:34][C:35]1[CH:39]=[C:38]([C:40]([N:13]2[CH2:12][C:11]3([CH2:10][N:9]([C:15]4[N:20]=[C:19]([C:21]5[CH:22]=[C:23]6[C:28](=[CH:29][CH:30]=5)[N:27]([CH3:31])[C:26](=[O:32])[CH2:25][CH2:24]6)[CH:18]=[N:17][CH:16]=4)[CH2:8]3)[CH2:14]2)=[O:41])[O:37][N:36]=1. The catalyst class is: 91.